Dataset: Catalyst prediction with 721,799 reactions and 888 catalyst types from USPTO. Task: Predict which catalyst facilitates the given reaction. Reactant: [CH3:1][O:2][CH2:3][CH2:4][N:5]([CH2:13][C:14]1[NH:15][C:16](=[O:24])[C:17]2[CH2:23][O:22][CH2:21][CH2:20][C:18]=2[N:19]=1)C(=O)OC(C)(C)C.Cl. Product: [CH3:1][O:2][CH2:3][CH2:4][NH:5][CH2:13][C:14]1[NH:15][C:16](=[O:24])[C:17]2[CH2:23][O:22][CH2:21][CH2:20][C:18]=2[N:19]=1. The catalyst class is: 12.